This data is from Full USPTO retrosynthesis dataset with 1.9M reactions from patents (1976-2016). The task is: Predict the reactants needed to synthesize the given product. The reactants are: Cl.C(O[C:5]([C:7]1[CH:8]=[C:9]2[C:13](=[CH:14][CH:15]=1)[NH:12][N:11]=[C:10]2[C:16]1[CH:21]=[CH:20][C:19]([F:22])=[CH:18][CH:17]=1)=[NH:6])C.[C:23]([N:26]1[CH2:31][CH2:30][N:29]([CH2:32][C:33]([NH:35][NH2:36])=O)[CH2:28][CH2:27]1)(=[O:25])[CH3:24].C[O-].[Na+]. Given the product [C:23]([N:26]1[CH2:31][CH2:30][N:29]([CH2:32][C:33]2[NH:6][C:5]([C:7]3[CH:8]=[C:9]4[C:13](=[CH:14][CH:15]=3)[NH:12][N:11]=[C:10]4[C:16]3[CH:21]=[CH:20][C:19]([F:22])=[CH:18][CH:17]=3)=[N:36][N:35]=2)[CH2:28][CH2:27]1)(=[O:25])[CH3:24], predict the reactants needed to synthesize it.